From a dataset of Full USPTO retrosynthesis dataset with 1.9M reactions from patents (1976-2016). Predict the reactants needed to synthesize the given product. (1) Given the product [CH3:36][C:7]([S:9][C:10]1[S:11][CH:12]=[C:13]([CH2:15][CH2:16][O:17][C:18]2[CH:19]=[CH:20][C:21]([N:24]3[CH2:25][CH2:26][N:27]([C:30]4[CH:35]=[CH:34][CH:33]=[CH:32][CH:31]=4)[CH2:28][CH2:29]3)=[CH:22][CH:23]=2)[N:14]=1)([CH3:8])[C:6]([OH:37])=[O:5], predict the reactants needed to synthesize it. The reactants are: C([O:5][C:6](=[O:37])[C:7]([CH3:36])([S:9][C:10]1[S:11][CH:12]=[C:13]([CH2:15][CH2:16][O:17][C:18]2[CH:23]=[CH:22][C:21]([N:24]3[CH2:29][CH2:28][N:27]([C:30]4[CH:35]=[CH:34][CH:33]=[CH:32][CH:31]=4)[CH2:26][CH2:25]3)=[CH:20][CH:19]=2)[N:14]=1)[CH3:8])(C)(C)C.FC(F)(F)C(O)=O. (2) Given the product [Cl:31][C:24]1[CH:25]=[N+:26]([O-:30])[CH:27]=[C:28]([Cl:29])[C:23]=1[CH2:22][C@@H:21]([C:32]1[CH:37]=[CH:36][C:35]([O:38][CH:39]([F:40])[F:41])=[C:34]([O:42][CH2:43][CH:44]2[CH2:45][CH2:46]2)[CH:33]=1)[O:20][C:18](=[O:19])[C:17]1[CH:47]=[CH:48][C:14]([CH2:13][NH:8][S:9]([CH3:12])(=[O:11])=[O:10])=[C:15]([O:49][CH2:50][CH:51]2[CH2:52][CH2:53]2)[CH:16]=1, predict the reactants needed to synthesize it. The reactants are: C(OC([N:8]([CH2:13][C:14]1[CH:48]=[CH:47][C:17]([C:18]([O:20][C@H:21]([C:32]2[CH:37]=[CH:36][C:35]([O:38][CH:39]([F:41])[F:40])=[C:34]([O:42][CH2:43][CH:44]3[CH2:46][CH2:45]3)[CH:33]=2)[CH2:22][C:23]2[C:28]([Cl:29])=[CH:27][N+:26]([O-:30])=[CH:25][C:24]=2[Cl:31])=[O:19])=[CH:16][C:15]=1[O:49][CH2:50][CH:51]1[CH2:53][CH2:52]1)[S:9]([CH3:12])(=[O:11])=[O:10])=O)(C)(C)C.Cl.CCOCC. (3) Given the product [OH:1][C@@H:2]1[C@@H:10]([C@@H:11]([O:16][C:38]2[CH:43]=[CH:42][C:41]([N+:44]([O-:46])=[O:45])=[CH:40][CH:39]=2)[C:12]([F:14])([F:13])[F:15])[O:9][C@H:8]2[C@H:4]([N:5]=[C:6]([N:17]([CH3:25])[C:18](=[O:24])[O:19][C:20]([CH3:22])([CH3:23])[CH3:21])[S:7]2)[C@H:3]1[OH:26], predict the reactants needed to synthesize it. The reactants are: [OH:1][C@@H:2]1[C@@H:10]([C@@H:11]([OH:16])[C:12]([F:15])([F:14])[F:13])[O:9][C@H:8]2[C@H:4]([N:5]=[C:6]([N:17]([CH3:25])[C:18](=[O:24])[O:19][C:20]([CH3:23])([CH3:22])[CH3:21])[S:7]2)[C@H:3]1[OH:26].C[Si]([N-][Si](C)(C)C)(C)C.[K+].F[C:38]1[CH:43]=[CH:42][C:41]([N+:44]([O-:46])=[O:45])=[CH:40][CH:39]=1. (4) Given the product [ClH:2].[Cl:2][C:3]1[C:43]([C:44]([F:45])([F:47])[F:46])=[CH:42][CH:41]=[CH:40][C:4]=1[CH2:5][N:6]([CH2:26][CH:27]([C:28]1[CH:33]=[CH:32][CH:31]=[CH:30][CH:29]=1)[C:34]1[CH:39]=[CH:38][CH:37]=[CH:36][CH:35]=1)[C@H:7]([CH3:49])[CH2:8][CH2:9][O:10][C:11]1[CH:12]=[C:13]([CH2:17][C:18]([N:20]2[CH2:21][CH2:22][O:23][CH2:24][CH2:25]2)=[O:19])[CH:14]=[CH:15][CH:16]=1, predict the reactants needed to synthesize it. The reactants are: Cl.[Cl:2][C:3]1[C:43]([C:44]([F:47])([F:46])[F:45])=[CH:42][CH:41]=[CH:40][C:4]=1[CH2:5][N:6]([CH2:26][CH:27]([C:34]1[CH:39]=[CH:38][CH:37]=[CH:36][CH:35]=1)[C:28]1[CH:33]=[CH:32][CH:31]=[CH:30][CH:29]=1)[CH2:7][CH2:8][CH2:9][O:10][C:11]1[CH:12]=[C:13]([CH2:17][C:18]([N:20]2[CH2:25][CH2:24][O:23][CH2:22][CH2:21]2)=[O:19])[CH:14]=[CH:15][CH:16]=1.Cl[C:49]1C(C(F)(F)F)=CC=CC=1CN(CC(C1C=CC=CC=1)C1C=CC=CC=1)CCCOC1C=C(CC(O)=O)C=CC=1.